Dataset: Forward reaction prediction with 1.9M reactions from USPTO patents (1976-2016). Task: Predict the product of the given reaction. (1) The product is: [Br:1][C:2]1[N:7]2[CH:8]=[N:9][N:10]=[C:6]2[C:5](=[O:11])[NH:4][CH:3]=1. Given the reactants [Br:1][C:2]1[N:7]2[CH:8]=[N:9][N:10]=[C:6]2[C:5]([O:11]C)=[N:4][CH:3]=1.Cl, predict the reaction product. (2) Given the reactants [C:1]12([C:7]3[CH:12]=[CH:11][C:10]([N:13]4[CH2:17][C@H:16]([CH2:18][NH:19][C:20](=[O:22])[CH3:21])[O:15][C:14]4=[O:23])=[CH:9][CH:8]=3)[CH2:6][CH:5]1[CH2:4][NH:3][CH2:2]2.[O:24]=[C:25]([C:29]1[O:30][CH:31]=[CH:32][CH:33]=1)[C:26](O)=[O:27].C(Cl)CCl.C1C=CC2N(O)N=NC=2C=1.CN1CCOCC1, predict the reaction product. The product is: [O:30]1[CH:31]=[CH:32][CH:33]=[C:29]1[C:25](=[O:24])[C:26]([N:3]1[CH2:4][CH:5]2[C:1]([C:7]3[CH:8]=[CH:9][C:10]([N:13]4[CH2:17][C@H:16]([CH2:18][NH:19][C:20](=[O:22])[CH3:21])[O:15][C:14]4=[O:23])=[CH:11][CH:12]=3)([CH2:6]2)[CH2:2]1)=[O:27]. (3) Given the reactants Br[C:2]1[CH:7]=[CH:6][C:5]([C:8]2[N:9]([CH2:14][C@@H:15]3[CH2:19][CH2:18][N:17]([C:20]([CH:22]4[CH2:24][CH2:23]4)=[O:21])[CH2:16]3)[C:10](=[O:13])[NH:11][N:12]=2)=[CH:4][C:3]=1[F:25].[NH:26]1[C:34]2[C:29](=[CH:30][CH:31]=[C:32](B(O)O)[CH:33]=2)[CH:28]=[CH:27]1.C([O-])([O-])=O.[Cs+].[Cs+].O1CCOCC1, predict the reaction product. The product is: [CH:22]1([C:20]([N:17]2[CH2:18][CH2:19][C@@H:15]([CH2:14][N:9]3[C:8]([C:5]4[CH:6]=[CH:7][C:2]([C:32]5[CH:33]=[C:34]6[C:29]([CH:28]=[CH:27][NH:26]6)=[CH:30][CH:31]=5)=[C:3]([F:25])[CH:4]=4)=[N:12][NH:11][C:10]3=[O:13])[CH2:16]2)=[O:21])[CH2:24][CH2:23]1. (4) Given the reactants [CH3:1][O:2][C:3]1[CH:4]=[C:5]2[C:10](=[CH:11][C:12]=1[O:13][CH3:14])[N:9]=[CH:8][CH:7]=[C:6]2[O:15][C:16]1[CH:22]=[CH:21][C:19]([NH2:20])=[CH:18][C:17]=1[F:23].C(N(CC)CC)C.[Cl:31][C:32](Cl)([O:34]C(=O)OC(Cl)(Cl)Cl)Cl.[NH2:43][C:44]1[CH:48]=[C:47]([CH3:49])[O:46][N:45]=1, predict the reaction product. The product is: [ClH:31].[CH3:1][O:2][C:3]1[CH:4]=[C:5]2[C:10](=[CH:11][C:12]=1[O:13][CH3:14])[N:9]=[CH:8][CH:7]=[C:6]2[O:15][C:16]1[CH:22]=[CH:21][C:19]([NH:20][C:32]([NH:43][C:44]2[CH:48]=[C:47]([CH3:49])[O:46][N:45]=2)=[O:34])=[CH:18][C:17]=1[F:23]. (5) The product is: [NH:27]([C:2]1[N:3]=[C:4]2[CH:24]=[C:23]([CH3:25])[CH:22]=[N:21][C:5]2=[N:6][C:7]=1[N:8]1[CH2:11][CH:10]([N:12]([CH3:20])[C:13](=[O:19])[O:14][C:15]([CH3:18])([CH3:17])[CH3:16])[CH2:9]1)[NH2:28]. Given the reactants Cl[C:2]1[N:3]=[C:4]2[CH:24]=[C:23]([CH3:25])[CH:22]=[N:21][C:5]2=[N:6][C:7]=1[N:8]1[CH2:11][CH:10]([N:12]([CH3:20])[C:13](=[O:19])[O:14][C:15]([CH3:18])([CH3:17])[CH3:16])[CH2:9]1.O.[NH2:27][NH2:28].CCOCC, predict the reaction product. (6) Given the reactants C(Cl)(=O)C(Cl)=O.[Cl:7][C:8]1[CH:13]=[CH:12][C:11]([C:14]2[S:18][C:17]([C:19]([OH:21])=O)=[C:16]([C:22]3[CH:27]=[CH:26][C:25]([S:28](=[O:31])(=[O:30])[NH2:29])=[C:24]([CH3:32])[CH:23]=3)[C:15]=2[CH3:33])=[CH:10][CH:9]=1.[CH3:34][N:35]([CH:37]=O)[CH3:36].C(N(CC)CC)C.Cl.[CH3:47][NH:48][O:49][CH3:50], predict the reaction product. The product is: [Cl:7][C:8]1[CH:13]=[CH:12][C:11]([C:14]2[S:18][C:17]([C:19]([N:48]([O:49][CH3:50])[CH3:47])=[O:21])=[C:16]([C:22]3[CH:27]=[CH:26][C:25]([S:28](=[O:31])(=[O:30])[N:29]=[CH:37][N:35]([CH3:34])[CH3:36])=[C:24]([CH3:32])[CH:23]=3)[C:15]=2[CH3:33])=[CH:10][CH:9]=1. (7) Given the reactants [F:1][C:2]1[CH:3]=[CH:4][C:5]2[O:9][C:8]([CH:10](O)[CH:11]([CH3:13])[CH3:12])=[C:7]([CH3:15])[C:6]=2[CH:16]=1.S(Cl)([Cl:19])=O.C(=O)([O-])O.[Na+], predict the reaction product. The product is: [Cl:19][CH:10]([C:8]1[O:9][C:5]2[CH:4]=[CH:3][C:2]([F:1])=[CH:16][C:6]=2[C:7]=1[CH3:15])[CH:11]([CH3:13])[CH3:12]. (8) Given the reactants [C:1]([O:5][C:6]([N:8]1[CH2:12][CH2:11][C@@H:10]([OH:13])[CH2:9]1)=[O:7])([CH3:4])([CH3:3])[CH3:2].[H-].[Na+].[CH3:16]I, predict the reaction product. The product is: [C:1]([O:5][C:6]([N:8]1[CH2:12][CH2:11][C@@H:10]([O:13][CH3:16])[CH2:9]1)=[O:7])([CH3:4])([CH3:2])[CH3:3]. (9) Given the reactants [CH:1]([C:4]1[CH:5]=[C:6]([CH:9]=[C:10]([CH:14]([CH3:16])[CH3:15])[C:11]=1[O:12][CH3:13])[CH:7]=O)([CH3:3])[CH3:2].[CH3:17][O:18][C:19]1[CH:27]=[C:26]2[C:22]([CH2:23][C:24](=[O:28])[NH:25]2)=[CH:21][CH:20]=1, predict the reaction product. The product is: [CH:1]([C:4]1[CH:5]=[C:6]([CH:9]=[C:10]([CH:14]([CH3:16])[CH3:15])[C:11]=1[O:12][CH3:13])[CH:7]=[C:23]1[C:22]2[C:26](=[CH:27][C:19]([O:18][CH3:17])=[CH:20][CH:21]=2)[NH:25][C:24]1=[O:28])([CH3:3])[CH3:2]. (10) Given the reactants C([O:5][C:6]([C:8]1[C:9]([CH3:50])=[C:10]2[C:14](=[CH:15][CH:16]=1)[CH:13]([NH:17][CH2:18][C:19]1[N:24]3[N:25]=[CH:26][C:27]([C:28](=[O:37])[NH:29][C:30]4[CH:35]=[CH:34][CH:33]=[CH:32][C:31]=4[Cl:36])=[C:23]3[N:22]=[C:21]([C:38](=[O:49])[NH:39][CH2:40][C:41]3[CH:46]=[CH:45][C:44]([F:47])=[C:43]([F:48])[CH:42]=3)[CH:20]=1)[CH2:12][CH2:11]2)=[O:7])(C)(C)C.FC(F)(F)C(O)=O, predict the reaction product. The product is: [Cl:36][C:31]1[CH:32]=[CH:33][CH:34]=[CH:35][C:30]=1[NH:29][C:28]([C:27]1[CH:26]=[N:25][N:24]2[C:19]([CH2:18][NH:17][CH:13]3[C:14]4[C:10](=[C:9]([CH3:50])[C:8]([C:6]([OH:7])=[O:5])=[CH:16][CH:15]=4)[CH2:11][CH2:12]3)=[CH:20][C:21]([C:38](=[O:49])[NH:39][CH2:40][C:41]3[CH:46]=[CH:45][C:44]([F:47])=[C:43]([F:48])[CH:42]=3)=[N:22][C:23]=12)=[O:37].